From a dataset of Forward reaction prediction with 1.9M reactions from USPTO patents (1976-2016). Predict the product of the given reaction. (1) The product is: [S:1]1[CH:5]=[CH:4][CH:3]=[C:2]1[S:6]([NH:9][C:10]1[CH:11]=[CH:12][CH:13]=[C:14]2[C:18]=1[NH:17][C:16]([C:19]1[S:20][CH:21]=[C:22]([C:24]([OH:26])=[O:25])[N:23]=1)=[CH:15]2)(=[O:8])=[O:7]. Given the reactants [S:1]1[CH:5]=[CH:4][CH:3]=[C:2]1[S:6]([NH:9][C:10]1[CH:11]=[CH:12][CH:13]=[C:14]2[C:18]=1[NH:17][C:16]([C:19]1[S:20][CH:21]=[C:22]([C:24]([O:26]CC)=[O:25])[N:23]=1)=[CH:15]2)(=[O:8])=[O:7].[OH-].[Na+].O1CCCC1, predict the reaction product. (2) Given the reactants [N:1]1[CH:6]=[CH:5][C:4]([C:7]2[CH:12]=[CH:11][C:10]([CH2:13][C:14]([O:16]CC)=[O:15])=[CH:9][CH:8]=2)=[CH:3][N:2]=1.[OH-].[Na+].O.Cl, predict the reaction product. The product is: [N:1]1[CH:6]=[CH:5][C:4]([C:7]2[CH:8]=[CH:9][C:10]([CH2:13][C:14]([OH:16])=[O:15])=[CH:11][CH:12]=2)=[CH:3][N:2]=1. (3) Given the reactants [CH2:1]([N:3]=[C:4]=S)[CH3:2].[CH3:6][C:7]1([CH3:31])[CH2:16][CH2:15][C:14]2[N:13]=[CH:12][N:11]=[C:10]([N:17]3[CH2:23][C:22]4[CH:24]=[C:25](B(O)O)[CH:26]=[CH:27][C:21]=4[O:20][CH2:19][CH2:18]3)[C:9]=2[CH2:8]1, predict the reaction product. The product is: [CH3:6][C:7]1([CH3:31])[CH2:16][CH2:15][C:14]2[N:13]=[CH:12][N:11]=[C:10]([N:17]3[CH2:23][C:22]4[CH:24]=[C:25]([C:8]5[CH:7]=[CH:2][C:1]6[N:3]=[C:4]([NH:13][CH2:14][CH3:15])[NH:11][C:10]=6[CH:9]=5)[CH:26]=[CH:27][C:21]=4[O:20][CH2:19][CH2:18]3)[C:9]=2[CH2:8]1. (4) Given the reactants [CH3:1][O:2][CH2:3][CH2:4][CH2:5][C:6]1O[C:9]([C:11]2[CH:12]=[CH:13][C:14]([C:17]3[CH:22]=[CH:21][CH:20]=[CH:19][CH:18]=3)=[N:15][CH:16]=2)=[N:8][N:7]=1.[NH2:23][C:24]1[C:25]([CH3:33])=[C:26]([CH:30]=[CH:31][CH:32]=1)[C:27]([NH2:29])=[O:28].CC1(C)C2(CS(O)(=O)=O)C(CC1CC2)=O.C(Cl)(Cl)Cl, predict the reaction product. The product is: [CH3:1][O:2][CH2:3][CH2:4][CH2:5][C:6]1[N:23]([C:24]2[C:25]([CH3:33])=[C:26]([CH:30]=[CH:31][CH:32]=2)[C:27]([NH2:29])=[O:28])[C:9]([C:11]2[CH:16]=[N:15][C:14]([C:17]3[CH:22]=[CH:21][CH:20]=[CH:19][CH:18]=3)=[CH:13][CH:12]=2)=[N:8][N:7]=1. (5) Given the reactants [N:1]1[C:10]2[C@H:9]([NH:11][CH2:12][CH2:13][CH2:14][CH2:15][N:16]3[C:24](=[O:25])[C:23]4[C:18](=[CH:19][CH:20]=[CH:21][CH:22]=4)[C:17]3=[O:26])[CH2:8][CH2:7][CH2:6][C:5]=2[CH:4]=[CH:3][CH:2]=1.C(OC([N:34]1[C:38]2[CH:39]=[CH:40][CH:41]=[CH:42][C:37]=2[N:36]=[C:35]1[CH2:43]Cl)=O)(C)(C)C.C(N(C(C)C)CC)(C)C, predict the reaction product. The product is: [NH:34]1[C:38]2[CH:39]=[CH:40][CH:41]=[CH:42][C:37]=2[N:36]=[C:35]1[CH2:43][N:11]([C@H:9]1[C:10]2[N:1]=[CH:2][CH:3]=[CH:4][C:5]=2[CH2:6][CH2:7][CH2:8]1)[CH2:12][CH2:13][CH2:14][CH2:15][N:16]1[C:24](=[O:25])[C:23]2[C:18](=[CH:19][CH:20]=[CH:21][CH:22]=2)[C:17]1=[O:26]. (6) The product is: [Cl:1][C:2]1[CH:7]=[CH:6][C:5]([NH:8][C:9]([N:11]2[CH2:12][CH2:13][CH2:14][CH2:15]2)=[O:10])=[CH:4][C:3]=1[C:16]1[N:17]=[C:18]2[N:23]=[CH:22][C:21]([C:24]3[CH2:29][CH2:28][NH:27][CH2:26][CH:25]=3)=[CH:20][N:19]2[CH:37]=1. Given the reactants [Cl:1][C:2]1[CH:7]=[CH:6][C:5]([NH:8][C:9]([N:11]2[CH2:15][CH2:14][CH2:13][CH2:12]2)=[O:10])=[CH:4][C:3]=1[C:16]1[N:17]=[C:18]2[N:23]=[CH:22][C:21]([C:24]3[CH2:29][CH2:28][N:27](C(OC(C)(C)C)=O)[CH2:26][CH:25]=3)=[CH:20][N:19]2[CH:37]=1, predict the reaction product. (7) Given the reactants [P:1](Cl)(Cl)(=[O:12])[O:2][C:3]1[CH:8]=[CH:7][C:6]([N+:9]([O-:11])=[O:10])=[CH:5][CH:4]=1.[C:15]1([OH:21])[CH:20]=[CH:19][CH:18]=[CH:17][CH:16]=1.C(N(CC)CC)C.[NH2:29][CH2:30][CH2:31][NH:32][C:33](=[O:55])[CH2:34][CH2:35]/[CH:36]=[CH:37]\[CH2:38]/[CH:39]=[CH:40]\[CH2:41]/[CH:42]=[CH:43]\[CH2:44]/[CH:45]=[CH:46]\[CH2:47]/[CH:48]=[CH:49]\[CH2:50]/[CH:51]=[CH:52]\[CH2:53][CH3:54], predict the reaction product. The product is: [C:33]([NH:32][CH2:31][CH2:30][NH:29][P:1](=[O:12])([O:21][C:15]1[CH:20]=[CH:19][CH:18]=[CH:17][CH:16]=1)[O:2][C:3]1[CH:8]=[CH:7][C:6]([N+:9]([O-:11])=[O:10])=[CH:5][CH:4]=1)(=[O:55])[CH2:34][CH2:35]/[CH:36]=[CH:37]\[CH2:38]/[CH:39]=[CH:40]\[CH2:41]/[CH:42]=[CH:43]\[CH2:44]/[CH:45]=[CH:46]\[CH2:47]/[CH:48]=[CH:49]\[CH2:50]/[CH:51]=[CH:52]\[CH2:53][CH3:54].